From a dataset of Peptide-MHC class I binding affinity with 185,985 pairs from IEDB/IMGT. Regression. Given a peptide amino acid sequence and an MHC pseudo amino acid sequence, predict their binding affinity value. This is MHC class I binding data. (1) The MHC is HLA-A02:02 with pseudo-sequence HLA-A02:02. The binding affinity (normalized) is 0.525. The peptide sequence is TMKAIEKDRL. (2) The MHC is HLA-B15:42 with pseudo-sequence YYAMYREISTNTYESNLYWTYNLYTWAELAYTWY. The binding affinity (normalized) is 0.213. The peptide sequence is MQIRGFVYF.